From a dataset of Peptide-MHC class I binding affinity with 185,985 pairs from IEDB/IMGT. Regression. Given a peptide amino acid sequence and an MHC pseudo amino acid sequence, predict their binding affinity value. This is MHC class I binding data. (1) The peptide sequence is RMRGAHTNDV. The MHC is HLA-B51:01 with pseudo-sequence HLA-B51:01. The binding affinity (normalized) is 0.0988. (2) The peptide sequence is NILGGVLHTK. The MHC is HLA-A33:01 with pseudo-sequence HLA-A33:01. The binding affinity (normalized) is 0.333.